Dataset: Catalyst prediction with 721,799 reactions and 888 catalyst types from USPTO. Task: Predict which catalyst facilitates the given reaction. (1) Reactant: [OH:1][C:2]1[CH:25]=[CH:24][C:5]2[C:6]([CH2:9][CH2:10][CH:11]3[CH2:16][CH2:15][N:14]([C:17]([O:19][C:20]([CH3:23])([CH3:22])[CH3:21])=[O:18])[CH2:13][CH2:12]3)=[N:7][O:8][C:4]=2[C:3]=1[CH2:26][OH:27].CS(O[CH2:33][C:34]1[S:35][CH:36]=[CH:37][CH:38]=1)(=O)=O.C(=O)([O-])[O-].[K+].[K+].O. Product: [OH:27][CH2:26][C:3]1[C:4]2[O:8][N:7]=[C:6]([CH2:9][CH2:10][CH:11]3[CH2:16][CH2:15][N:14]([C:17]([O:19][C:20]([CH3:23])([CH3:22])[CH3:21])=[O:18])[CH2:13][CH2:12]3)[C:5]=2[CH:24]=[CH:25][C:2]=1[O:1][CH2:33][C:34]1[S:35][CH:36]=[CH:37][CH:38]=1. The catalyst class is: 9. (2) Reactant: Cl[C:2]1[CH:3]=[C:4]([CH:9]=[CH:10][N:11]=1)[C:5]([O:7][CH3:8])=[O:6].[Br-].[F:13][C:14]1[CH:21]=[CH:20][CH:19]=[C:18]([F:22])[C:15]=1[CH2:16][Zn+].Cl. Product: [F:13][C:14]1[CH:21]=[CH:20][CH:19]=[C:18]([F:22])[C:15]=1[CH2:16][C:2]1[CH:3]=[C:4]([CH:9]=[CH:10][N:11]=1)[C:5]([O:7][CH3:8])=[O:6]. The catalyst class is: 176. (3) The catalyst class is: 4. Product: [Br:1][C:2]1[CH:10]=[CH:9][C:5]([C:6]([N:15]([O:14][CH3:13])[CH3:16])=[O:7])=[C:4]([F:11])[CH:3]=1. Reactant: [Br:1][C:2]1[CH:10]=[CH:9][C:5]([C:6](O)=[O:7])=[C:4]([F:11])[CH:3]=1.Cl.[CH3:13][O:14][NH:15][CH3:16].CC(C)N=C=NC(C)C. (4) Product: [Cl:19][C:14]1[CH:15]=[CH:16][CH:17]=[CH:18][C:13]=1[N:12]1[CH:8]([C:5]2[CH:4]=[CH:3][C:2]([N:30]3[CH2:35][CH2:34][S:33](=[O:37])(=[O:36])[CH2:32][CH2:31]3)=[CH:7][CH:6]=2)[CH2:9][C:10]([C:20]([C:26]([F:27])([F:28])[F:29])([C:22]([F:25])([F:24])[F:23])[OH:21])=[N:11]1. The catalyst class is: 187. Reactant: Br[C:2]1[CH:7]=[CH:6][C:5]([CH:8]2[N:12]([C:13]3[CH:18]=[CH:17][CH:16]=[CH:15][C:14]=3[Cl:19])[N:11]=[C:10]([C:20]([C:26]([F:29])([F:28])[F:27])([C:22]([F:25])([F:24])[F:23])[OH:21])[CH2:9]2)=[CH:4][CH:3]=1.[NH:30]1[CH2:35][CH2:34][S:33](=[O:37])(=[O:36])[CH2:32][CH2:31]1.C1C=CC(P(C2C(C3C(P(C4C=CC=CC=4)C4C=CC=CC=4)=CC=C4C=3C=CC=C4)=C3C(C=CC=C3)=CC=2)C2C=CC=CC=2)=CC=1.CC(C)([O-])C.[Na+]. (5) Reactant: [Cl:1][C:2]1[CH:3]=[C:4]([CH2:9][CH2:10][CH2:11][CH:12]([NH2:14])[CH3:13])[CH:5]=[CH:6][C:7]=1[Cl:8].C(=O)([O-])[O-].[Na+].[Na+].Cl[C:22]([O:24][CH2:25][C:26]1[CH:31]=[CH:30][CH:29]=[CH:28][CH:27]=1)=[O:23]. Product: [Cl:1][C:2]1[CH:3]=[C:4]([CH2:9][CH2:10][CH2:11][CH:12]([NH:14][C:22](=[O:23])[O:24][CH2:25][C:26]2[CH:31]=[CH:30][CH:29]=[CH:28][CH:27]=2)[CH3:13])[CH:5]=[CH:6][C:7]=1[Cl:8]. The catalyst class is: 1. (6) Reactant: Cl.Cl.[Cl:3][C:4]1[CH:5]=[C:6]([NH:11][C:12]2[C:21]3[C:16](=[CH:17][C:18]([O:29][CH3:30])=[C:19]([O:22][CH:23]4[CH2:28][CH2:27][NH:26][CH2:25][CH2:24]4)[CH:20]=3)[N:15]=[CH:14][N:13]=2)[CH:7]=[CH:8][C:9]=1[F:10].[C:31](O)(=[O:34])[CH2:32][OH:33].C(N(C(C)C)C(C)C)C.C(Cl)Cl.CO. Product: [Cl:3][C:4]1[CH:5]=[C:6]([NH:11][C:12]2[C:21]3[C:16](=[CH:17][C:18]([O:29][CH3:30])=[C:19]([O:22][CH:23]4[CH2:24][CH2:25][N:26]([C:32]([CH2:31][OH:34])=[O:33])[CH2:27][CH2:28]4)[CH:20]=3)[N:15]=[CH:14][N:13]=2)[CH:7]=[CH:8][C:9]=1[F:10]. The catalyst class is: 2. (7) Reactant: [CH3:1][O:2][C:3]1[CH:8]=[C:7]([O:9][C:10]2[CH:11]=[C:12]([NH:17][CH3:18])[C:13]([NH2:16])=[CH:14][CH:15]=2)[CH:6]=[C:5]([CH3:19])[N:4]=1.[CH3:20][O:21][C:22]([C:24]1[CH:25]=[C:26]([CH:32]=[CH:33][CH:34]=1)[O:27][CH2:28][C:29](O)=[O:30])=[O:23].C(N(CC)CC)C.C(Cl)(=O)C(C)(C)C. Product: [CH3:1][O:2][C:3]1[CH:8]=[C:7]([O:9][C:10]2[CH:15]=[CH:14][C:13]([NH:16][C:29](=[O:30])[CH2:28][O:27][C:26]3[CH:25]=[C:24]([CH:34]=[CH:33][CH:32]=3)[C:22]([O:21][CH3:20])=[O:23])=[C:12]([NH:17][CH3:18])[CH:11]=2)[CH:6]=[C:5]([CH3:19])[N:4]=1. The catalyst class is: 4. (8) Reactant: [CH3:1][N:2]1[C:8](=[O:9])[CH2:7][C:6]2[CH:10]=[CH:11][CH:12]=[CH:13][C:5]=2[CH:4]=[CH:3]1.[N:14](OCCC(C)C)=[O:15].[Li+].C[Si]([N-][Si](C)(C)C)(C)C.Cl. Product: [OH:15][N:14]=[C:7]1[C:6]2[CH:10]=[CH:11][CH:12]=[CH:13][C:5]=2[CH:4]=[CH:3][N:2]([CH3:1])[C:8]1=[O:9]. The catalyst class is: 1. (9) Reactant: [CH2:1]([C:3]1[N:13]([C:14]2[CH:19]=[CH:18][C:17]([CH2:20][CH2:21][NH:22][C:23]([NH:25][S:26]([C:29]3[CH:34]=[CH:33][C:32]([CH3:35])=[CH:31][CH:30]=3)(=[O:28])=[O:27])=[O:24])=[CH:16][CH:15]=2)[C:6]2=[N:7][C:8]([CH3:12])=[CH:9][C:10]([CH3:11])=[C:5]2[N:4]=1)[CH3:2].C(N(CC)CC)C.ClC(O[C:47]1[CH:52]=[CH:51]C=[CH:49][CH:48]=1)=O. Product: [C:32]1([C:35]2[CH:51]=[CH:52][CH:47]=[CH:48][CH:49]=2)[CH:33]=[CH:34][C:29]([S:26]([NH:25][C:23]([NH:22][CH2:21][CH2:20][C:17]2[CH:16]=[CH:15][C:14]([N:13]3[C:6]4=[N:7][C:8]([CH3:12])=[CH:9][C:10]([CH3:11])=[C:5]4[N:4]=[C:3]3[CH2:1][CH3:2])=[CH:19][CH:18]=2)=[O:24])(=[O:28])=[O:27])=[CH:30][CH:31]=1. The catalyst class is: 4. (10) Reactant: Br[C:2]1[C:3]([N:17]2[CH2:22][CH2:21][O:20][CH2:19][CH2:18]2)=[N:4][C:5]([NH:8][C:9]2[CH:14]=[CH:13][C:12]([F:15])=[C:11]([Cl:16])[CH:10]=2)=[N:6][CH:7]=1.[Li]CCCC.[C:28](=[O:30])=[O:29]. Product: [Cl:16][C:11]1[CH:10]=[C:9]([NH:8][C:5]2[N:4]=[C:3]([N:17]3[CH2:22][CH2:21][O:20][CH2:19][CH2:18]3)[C:2]([C:28]([OH:30])=[O:29])=[CH:7][N:6]=2)[CH:14]=[CH:13][C:12]=1[F:15]. The catalyst class is: 1.